This data is from Forward reaction prediction with 1.9M reactions from USPTO patents (1976-2016). The task is: Predict the product of the given reaction. (1) The product is: [F:1][C:2]1[CH:7]=[C:6]([F:8])[CH:5]=[CH:4][C:3]=1[CH2:9][C:10](=[O:12])[CH2:13][C:14]([O:15][CH2:16][CH:18]=[CH2:19])=[O:21]. Given the reactants [F:1][C:2]1[CH:7]=[C:6]([F:8])[CH:5]=[CH:4][C:3]=1[CH2:9][C:10]([OH:12])=O.[CH3:13][C:14]1(C)[O:21][C:19](=O)[CH2:18][C:16](=O)[O:15]1.C1CCC(N=C=NC2CCCCC2)CC1.C(O)C=C, predict the reaction product. (2) The product is: [ClH:1].[Cl:1][C:2]1[CH:3]=[CH:4][C:5]([NH:8][C:9](=[O:33])[NH:10][C@H:11]([C:27]2[CH:32]=[CH:31][CH:30]=[CH:29][CH:28]=2)[C:12]([NH:14][C:15]2[CH:20]=[CH:19][C:18]([N:21]3[CH2:25][CH2:24][CH2:23][C:22]3=[NH:26])=[CH:17][CH:16]=2)=[O:13])=[CH:6][CH:7]=1. Given the reactants [Cl:1][C:2]1[CH:7]=[CH:6][C:5]([NH:8][C:9](=[O:33])[NH:10][C@H:11]([C:27]2[CH:32]=[CH:31][CH:30]=[CH:29][CH:28]=2)[C:12]([NH:14][C:15]2[CH:20]=[CH:19][C:18]([N:21]3[CH2:25][CH2:24][CH2:23][C:22]3=[NH:26])=[CH:17][CH:16]=2)=[O:13])=[CH:4][CH:3]=1.COC(C)(C)C, predict the reaction product. (3) Given the reactants Cl[C:2]1[C:11]2[C:6](=[CH:7][C:8]([O:14][CH2:15][CH:16]3[CH2:21][CH2:20][N:19]([CH3:22])[CH2:18][CH2:17]3)=[C:9]([O:12][CH3:13])[CH:10]=2)[N:5]=[CH:4][N:3]=1.[F:23][C:24]1[CH:30]=[C:29]([CH3:31])[CH:28]=[CH:27][C:25]=1[NH2:26].Cl, predict the reaction product. The product is: [F:23][C:24]1[CH:30]=[C:29]([CH3:31])[CH:28]=[CH:27][C:25]=1[NH:26][C:2]1[C:11]2[C:6](=[CH:7][C:8]([O:14][CH2:15][CH:16]3[CH2:21][CH2:20][N:19]([CH3:22])[CH2:18][CH2:17]3)=[C:9]([O:12][CH3:13])[CH:10]=2)[N:5]=[CH:4][N:3]=1. (4) The product is: [CH3:27][N:25]([CH3:26])[CH2:24][CH2:23][NH:22][C:20](=[O:21])[C@@H:19]([N:13]([CH2:14][CH2:15][CH:16]([CH3:17])[CH3:18])[C:12]([NH:11][CH2:10][CH2:9][OH:8])=[O:35])[CH2:28][C:29]1[CH:30]=[CH:31][CH:32]=[CH:33][CH:34]=1. Given the reactants C([O:8][CH2:9][CH2:10][NH:11][C:12](=[O:35])[N:13]([C@@H:19]([CH2:28][C:29]1[CH:34]=[CH:33][CH:32]=[CH:31][CH:30]=1)[C:20]([NH:22][CH2:23][CH2:24][N:25]([CH3:27])[CH3:26])=[O:21])[CH2:14][CH2:15][CH:16]([CH3:18])[CH3:17])C1C=CC=CC=1, predict the reaction product. (5) Given the reactants [C:1]([NH2:10])(=[O:9])[C:2]1[C:3](=[CH:5][CH:6]=[CH:7][CH:8]=1)[OH:4].[OH:11][C:12]1[CH:13]=[C:14]([CH:19]=[CH:20][CH:21]=1)[C:15](OC)=O.[NH3:22], predict the reaction product. The product is: [NH2:22][C:1]1[CH:2]=[CH:15][C:14]2[C:13](=[C:12]([O:11][CH:5]([CH3:3])[CH2:6][CH2:7][CH2:8][O:4][C:3]3[CH:5]=[CH:6][CH:7]=[CH:8][C:2]=3[C:1]([NH2:10])=[O:9])[CH:21]=[CH:20][CH:19]=2)[N:10]=1. (6) Given the reactants [C:1]1([N:7]2[CH2:12][CH2:11][N:10]([C:13](=[S:15])[NH2:14])[CH2:9][CH2:8]2)[CH:6]=[CH:5][CH:4]=[CH:3][CH:2]=1.Br[CH:17]([C:23](=O)[C:24]1[CH:29]=[CH:28][CH:27]=[CH:26][CH:25]=1)[CH2:18][C:19]([O:21]C)=[O:20], predict the reaction product. The product is: [C:24]1([C:23]2[N:14]=[C:13]([N:10]3[CH2:9][CH2:8][N:7]([C:1]4[CH:6]=[CH:5][CH:4]=[CH:3][CH:2]=4)[CH2:12][CH2:11]3)[S:15][C:17]=2[CH2:18][C:19]([OH:21])=[O:20])[CH:29]=[CH:28][CH:27]=[CH:26][CH:25]=1. (7) Given the reactants [O:1]1[CH2:5][C:4](=O)[N:3]=[C-:2]1.[H-].[Na+].[Br:9][C:10]1[CH:17]=[CH:16][C:15]([C:18]([F:21])([F:20])[F:19])=[CH:14][C:11]=1[CH2:12]Br.CN(C=[O:26])C, predict the reaction product. The product is: [Br:9][C:10]1[CH:17]=[CH:16][C:15]([C:18]([F:21])([F:20])[F:19])=[CH:14][C:11]=1[CH2:12][N:3]1[CH2:4][CH2:5][O:1][C:2]1=[O:26]. (8) Given the reactants BrC1C=CC(O)=CC=1C.[Br:10][C:11]1[C:25]([CH3:26])=[CH:24][C:14]([O:15][CH2:16][O:17][CH2:18][CH2:19][Si:20]([CH3:23])([CH3:22])[CH3:21])=[C:13](OC)[CH:12]=1, predict the reaction product. The product is: [Br:10][C:11]1[CH:12]=[CH:13][C:14]([O:15][CH2:16][O:17][CH2:18][CH2:19][Si:20]([CH3:21])([CH3:22])[CH3:23])=[CH:24][C:25]=1[CH3:26]. (9) Given the reactants [NH2:1][C:2]1[C:11]2[C:6](=[C:7](I)[C:8]([F:12])=[CH:9][CH:10]=2)[N:5]=[N:4][C:3]=1[C:14]([NH:16][CH:17]1[CH2:19][CH2:18]1)=[O:15].[F:20][C:21]1[C:26]([O:27][CH3:28])=[CH:25][CH:24]=[CH:23][C:22]=1B(O)O, predict the reaction product. The product is: [NH2:1][C:2]1[C:11]2[C:6](=[C:7]([C:22]3[CH:23]=[CH:24][CH:25]=[C:26]([O:27][CH3:28])[C:21]=3[F:20])[C:8]([F:12])=[CH:9][CH:10]=2)[N:5]=[N:4][C:3]=1[C:14]([NH:16][CH:17]1[CH2:19][CH2:18]1)=[O:15]. (10) Given the reactants C1(C([N:14]2[C:22]3[C:17](=[CH:18][C:19]([CH3:23])=[CH:20][CH:21]=3)[C:16]3([C:27]4=[CH:28][C:29]5[O:33][CH2:32][O:31][C:30]=5[CH:34]=[C:26]4[O:25][CH2:24]3)[C:15]2=[O:35])C2C=CC=CC=2)C=CC=CC=1, predict the reaction product. The product is: [CH3:23][C:19]1[CH:18]=[C:17]2[C:22](=[CH:21][CH:20]=1)[NH:14][C:15](=[O:35])[C:16]12[C:27]2=[CH:28][C:29]3[O:33][CH2:32][O:31][C:30]=3[CH:34]=[C:26]2[O:25][CH2:24]1.